Dataset: Forward reaction prediction with 1.9M reactions from USPTO patents (1976-2016). Task: Predict the product of the given reaction. (1) Given the reactants O[CH2:2][C:3]1[CH2:5][C:4]=1[CH2:6][CH3:7].Br[C:9]([CH2:11][Br:12])=[CH2:10].[CH2:13]([Mg]Br)CCCCCC, predict the reaction product. The product is: [Br:12][C:11]([CH2:9][CH2:10][CH2:2][CH2:3][CH2:5][CH2:4][CH2:6][CH3:7])=[CH2:13]. (2) Given the reactants Br[C:2]1[CH2:6][CH2:5][C@H:4]([CH2:7][CH2:8][CH2:9][C:10]2[S:14][C:13]([C:15]([OH:17])=[O:16])=[CH:12][CH:11]=2)[C:3]=1[C:18]1[CH:23]=[CH:22][C:21]([CH:24]([OH:30])[CH2:25][CH2:26][CH2:27][CH2:28][CH3:29])=[CH:20][CH:19]=1.[Li]C(C)(C)C.[NH4+].[Cl-], predict the reaction product. The product is: [OH:30][CH:24]([C:21]1[CH:22]=[CH:23][C:18]([C:3]2[C@@H:4]([CH2:7][CH2:8][CH2:9][C:10]3[S:14][C:13]([C:15]([OH:17])=[O:16])=[CH:12][CH:11]=3)[CH2:5][CH2:6][CH:2]=2)=[CH:19][CH:20]=1)[CH2:25][CH2:26][CH2:27][CH2:28][CH3:29]. (3) Given the reactants [CH3:1][O:2][C:3]1[CH:8]=[C:7]([CH:9]([O:14][C:15]2[CH:16]=[C:17]3[C:21](=[CH:22][CH:23]=2)[N:20]([C:24]2[CH:29]=[CH:28][CH:27]=[CH:26][N:25]=2)[N:19]=[CH:18]3)[CH:10]([NH2:13])[CH2:11][CH3:12])[CH:6]=[CH:5][N:4]=1.C(N(CC)CC)C.[CH:37]1([S:40](Cl)(=[O:42])=[O:41])[CH2:39][CH2:38]1.[NH4+].[Cl-], predict the reaction product. The product is: [CH3:1][O:2][C:3]1[CH:8]=[C:7]([CH:9]([O:14][C:15]2[CH:16]=[C:17]3[C:21](=[CH:22][CH:23]=2)[N:20]([C:24]2[CH:29]=[CH:28][CH:27]=[CH:26][N:25]=2)[N:19]=[CH:18]3)[CH:10]([NH:13][S:40]([CH:37]2[CH2:39][CH2:38]2)(=[O:42])=[O:41])[CH2:11][CH3:12])[CH:6]=[CH:5][N:4]=1. (4) Given the reactants [NH:1]([C:3]1[N:12]=[CH:11][CH:10]=[C:9]2[C:4]=1[CH:5]=[C:6]([C:37]1[CH:42]=[CH:41][CH:40]=[CH:39][CH:38]=1)[C:7]([C:13]1[CH:18]=[CH:17][C:16]([CH2:19][N:20]3[CH2:25][CH2:24][CH:23]([C:26]4[NH:30][C:29]([C:31]5[CH:36]=[CH:35][CH:34]=[CH:33][N:32]=5)=[N:28][N:27]=4)[CH2:22][CH2:21]3)=[CH:15][CH:14]=1)=[N:8]2)[NH2:2].C1C=C[C:46]2[N:51](O)[N:50]=[N:49][C:47]=2[CH:48]=1.N1C=C(C(O)=O)N=N1.CCN(C(C)C)C(C)C.C(Cl)CCl, predict the reaction product. The product is: [C:37]1([C:6]2[C:7]([C:13]3[CH:18]=[CH:17][C:16]([CH2:19][N:20]4[CH2:21][CH2:22][CH:23]([C:26]5[NH:30][C:29]([C:31]6[CH:36]=[CH:35][CH:34]=[CH:33][N:32]=6)=[N:28][N:27]=5)[CH2:24][CH2:25]4)=[CH:15][CH:14]=3)=[N:8][C:9]3[CH:10]=[CH:11][N:12]4[C:48]([C:47]5[N:49]=[N:50][NH:51][CH:46]=5)=[N:2][N:1]=[C:3]4[C:4]=3[CH:5]=2)[CH:38]=[CH:39][CH:40]=[CH:41][CH:42]=1. (5) Given the reactants [Br:1][C:2]1[CH:3]=[C:4]([CH2:9][OH:10])[C:5](I)=[N:6][CH:7]=1.C([Mg]Cl)(C)C.[Li+].[Cl-].[C:18]([N:25]1[CH2:28][C:27](=[O:29])[CH2:26]1)([O:20][C:21]([CH3:24])([CH3:23])[CH3:22])=[O:19], predict the reaction product. The product is: [C:21]([O:20][C:18]([N:25]1[CH2:28][C:27]([C:5]2[C:4]([CH2:9][OH:10])=[CH:3][C:2]([Br:1])=[CH:7][N:6]=2)([OH:29])[CH2:26]1)=[O:19])([CH3:24])([CH3:22])[CH3:23]. (6) Given the reactants C[Si](Cl)(C)C.[C:6]([C:8]1[CH:13]=[C:12]([CH2:14][OH:15])[CH:11]=[CH:10][N:9]=1)#[N:7].O.C(=O)([O-])[O-:18].[Na+].[Na+], predict the reaction product. The product is: [C:6]([C:8]1[CH:13]=[C:12]([CH2:14][OH:15])[CH:11]=[CH:10][N:9]=1)(=[O:18])[NH2:7]. (7) Given the reactants [F:1][C:2]1[CH:3]=[C:4]([CH:7]=[CH:8][C:9]=1[Br:10])C=O.C(Cl)(=O)C.[CH:15]([O:22][CH2:23][CH3:24])([O:19][CH2:20][CH3:21])OCC, predict the reaction product. The product is: [Br:10][C:9]1[CH:8]=[CH:7][C:4]([CH:15]([O:19][CH2:20][CH3:21])[O:22][CH2:23][CH3:24])=[CH:3][C:2]=1[F:1].